Regression. Given two drug SMILES strings and cell line genomic features, predict the synergy score measuring deviation from expected non-interaction effect. From a dataset of NCI-60 drug combinations with 297,098 pairs across 59 cell lines. (1) Drug 1: C1CN(CCN1C(=O)CCBr)C(=O)CCBr. Drug 2: CC(C)CN1C=NC2=C1C3=CC=CC=C3N=C2N. Cell line: SK-MEL-2. Synergy scores: CSS=34.2, Synergy_ZIP=-5.77, Synergy_Bliss=-5.98, Synergy_Loewe=-7.90, Synergy_HSA=-8.50. (2) Drug 1: CC1OCC2C(O1)C(C(C(O2)OC3C4COC(=O)C4C(C5=CC6=C(C=C35)OCO6)C7=CC(=C(C(=C7)OC)O)OC)O)O. Drug 2: CC=C1C(=O)NC(C(=O)OC2CC(=O)NC(C(=O)NC(CSSCCC=C2)C(=O)N1)C(C)C)C(C)C. Cell line: PC-3. Synergy scores: CSS=63.1, Synergy_ZIP=-1.51, Synergy_Bliss=0.976, Synergy_Loewe=-5.70, Synergy_HSA=3.15. (3) Drug 1: CS(=O)(=O)OCCCCOS(=O)(=O)C. Drug 2: C(CCl)NC(=O)N(CCCl)N=O. Cell line: SNB-19. Synergy scores: CSS=20.2, Synergy_ZIP=-5.59, Synergy_Bliss=-1.95, Synergy_Loewe=-6.41, Synergy_HSA=-1.41. (4) Drug 1: CCC1(CC2CC(C3=C(CCN(C2)C1)C4=CC=CC=C4N3)(C5=C(C=C6C(=C5)C78CCN9C7C(C=CC9)(C(C(C8N6C)(C(=O)OC)O)OC(=O)C)CC)OC)C(=O)OC)O.OS(=O)(=O)O. Drug 2: CC1CCC2CC(C(=CC=CC=CC(CC(C(=O)C(C(C(=CC(C(=O)CC(OC(=O)C3CCCCN3C(=O)C(=O)C1(O2)O)C(C)CC4CCC(C(C4)OC)O)C)C)O)OC)C)C)C)OC. Cell line: SNB-19. Synergy scores: CSS=16.8, Synergy_ZIP=-0.359, Synergy_Bliss=3.79, Synergy_Loewe=2.54, Synergy_HSA=3.44. (5) Drug 1: CN1CCC(CC1)COC2=C(C=C3C(=C2)N=CN=C3NC4=C(C=C(C=C4)Br)F)OC. Drug 2: C1=CN(C(=O)N=C1N)C2C(C(C(O2)CO)O)O.Cl. Cell line: HCC-2998. Synergy scores: CSS=30.0, Synergy_ZIP=-6.47, Synergy_Bliss=-2.85, Synergy_Loewe=-13.8, Synergy_HSA=-1.68. (6) Drug 1: CC=C1C(=O)NC(C(=O)OC2CC(=O)NC(C(=O)NC(CSSCCC=C2)C(=O)N1)C(C)C)C(C)C. Drug 2: CC(C)NC(=O)C1=CC=C(C=C1)CNNC.Cl. Cell line: MDA-MB-435. Synergy scores: CSS=-1.44, Synergy_ZIP=0.720, Synergy_Bliss=0.773, Synergy_Loewe=1.45, Synergy_HSA=-0.862. (7) Drug 1: CC12CCC(CC1=CCC3C2CCC4(C3CC=C4C5=CN=CC=C5)C)O. Drug 2: CN(CC1=CN=C2C(=N1)C(=NC(=N2)N)N)C3=CC=C(C=C3)C(=O)NC(CCC(=O)O)C(=O)O. Cell line: CCRF-CEM. Synergy scores: CSS=32.0, Synergy_ZIP=-4.89, Synergy_Bliss=-9.39, Synergy_Loewe=-45.7, Synergy_HSA=-9.23. (8) Drug 1: COC1=C(C=C2C(=C1)N=CN=C2NC3=CC(=C(C=C3)F)Cl)OCCCN4CCOCC4. Drug 2: CC1CCC2CC(C(=CC=CC=CC(CC(C(=O)C(C(C(=CC(C(=O)CC(OC(=O)C3CCCCN3C(=O)C(=O)C1(O2)O)C(C)CC4CCC(C(C4)OC)O)C)C)O)OC)C)C)C)OC. Cell line: MOLT-4. Synergy scores: CSS=38.6, Synergy_ZIP=0.416, Synergy_Bliss=0.801, Synergy_Loewe=0.285, Synergy_HSA=6.62. (9) Drug 1: CN(C)N=NC1=C(NC=N1)C(=O)N. Drug 2: CC(C)NC(=O)C1=CC=C(C=C1)CNNC.Cl. Cell line: SK-MEL-2. Synergy scores: CSS=-6.98, Synergy_ZIP=2.93, Synergy_Bliss=4.49, Synergy_Loewe=-0.666, Synergy_HSA=-0.701.